Dataset: NCI-60 drug combinations with 297,098 pairs across 59 cell lines. Task: Regression. Given two drug SMILES strings and cell line genomic features, predict the synergy score measuring deviation from expected non-interaction effect. Drug 1: CN(C)C1=NC(=NC(=N1)N(C)C)N(C)C. Drug 2: CC1=C(N=C(N=C1N)C(CC(=O)N)NCC(C(=O)N)N)C(=O)NC(C(C2=CN=CN2)OC3C(C(C(C(O3)CO)O)O)OC4C(C(C(C(O4)CO)O)OC(=O)N)O)C(=O)NC(C)C(C(C)C(=O)NC(C(C)O)C(=O)NCCC5=NC(=CS5)C6=NC(=CS6)C(=O)NCCC[S+](C)C)O. Cell line: LOX IMVI. Synergy scores: CSS=-0.682, Synergy_ZIP=-1.89, Synergy_Bliss=-1.22, Synergy_Loewe=-12.7, Synergy_HSA=-1.74.